Dataset: Peptide-MHC class II binding affinity with 134,281 pairs from IEDB. Task: Regression. Given a peptide amino acid sequence and an MHC pseudo amino acid sequence, predict their binding affinity value. This is MHC class II binding data. The peptide sequence is LPRPPATPPPPPPPQ. The MHC is DRB3_0202 with pseudo-sequence DRB3_0202. The binding affinity (normalized) is 0.